Dataset: Peptide-MHC class I binding affinity with 185,985 pairs from IEDB/IMGT. Task: Regression. Given a peptide amino acid sequence and an MHC pseudo amino acid sequence, predict their binding affinity value. This is MHC class I binding data. (1) The peptide sequence is ALGPFQSF. The MHC is H-2-Kb with pseudo-sequence H-2-Kb. The binding affinity (normalized) is 0.223. (2) The peptide sequence is KAGQVVTIW. The binding affinity (normalized) is 0.160. The MHC is HLA-B46:01 with pseudo-sequence HLA-B46:01. (3) The peptide sequence is DPEYFDNERI. The MHC is HLA-B07:02 with pseudo-sequence HLA-B07:02. The binding affinity (normalized) is 0. (4) The peptide sequence is EEMNLPGRW. The MHC is HLA-B07:02 with pseudo-sequence HLA-B07:02. The binding affinity (normalized) is 0. (5) The peptide sequence is MEKASFIEV. The MHC is HLA-B40:01 with pseudo-sequence HLA-B40:01. The binding affinity (normalized) is 0.343. (6) The peptide sequence is LRLIHLLH. The MHC is Mamu-B03 with pseudo-sequence Mamu-B03. The binding affinity (normalized) is 0.0330. (7) The peptide sequence is TLWKAGILYK. The MHC is HLA-A03:01 with pseudo-sequence HLA-A03:01. The binding affinity (normalized) is 0.803. (8) The peptide sequence is TVIKNNMI. The binding affinity (normalized) is 0. The MHC is HLA-A02:06 with pseudo-sequence HLA-A02:06.